Task: Predict the product of the given reaction.. Dataset: Forward reaction prediction with 1.9M reactions from USPTO patents (1976-2016) Given the reactants [CH3:1][O:2][C:3](=[O:11])[C:4]1[CH:9]=[CH:8][CH:7]=[N:6][C:5]=1F.[Cl:12][C:13]1[CH:14]=[C:15]([CH:17]=[C:18]([O:20][CH3:21])[CH:19]=1)[NH2:16], predict the reaction product. The product is: [Cl:12][C:13]1[CH:14]=[C:15]([NH:16][C:5]2[N:6]=[CH:7][CH:8]=[CH:9][C:4]=2[C:3]([O:2][CH3:1])=[O:11])[CH:17]=[C:18]([O:20][CH3:21])[CH:19]=1.